Dataset: Forward reaction prediction with 1.9M reactions from USPTO patents (1976-2016). Task: Predict the product of the given reaction. (1) The product is: [Br:16][C:7]1[CH:8]=[C:9]2[N:10]([CH3:19])[C:11](=[O:15])[NH:3][C:4]2=[N:5][CH:6]=1. Given the reactants [H-].[Na+].[NH2:3][C:4]1[C:9]([NH:10][C:11](=[O:15])OCC)=[CH:8][C:7]([Br:16])=[CH:6][N:5]=1.N#N.[CH3:19]I, predict the reaction product. (2) The product is: [CH2:27]([N:16]([CH2:14][CH3:15])[C:17](=[O:26])[C:18]1[C:19]([O:24][CH3:25])=[CH:20][CH:21]=[CH:22][C:23]=1[CH:31]=[O:32])[CH3:28]. Given the reactants C([Li])(CC)C.CN(C)CCN(C)C.[CH2:14]([N:16]([CH2:27][CH3:28])[C:17](=[O:26])[C:18]1[CH:23]=[CH:22][CH:21]=[CH:20][C:19]=1[O:24][CH3:25])[CH3:15].CN(C)[CH:31]=[O:32].Cl, predict the reaction product. (3) Given the reactants [C:1]([O:5][C:6]([N:8]1[CH2:13][CH2:12][C:11]([CH2:15][O:16][C:17]2[CH:22]=[CH:21][C:20]([N:23]3[CH2:27][C@H:26]([CH2:28][NH:29][C:30](=[O:32])[CH3:31])[O:25][C:24]3=[O:33])=[CH:19][C:18]=2[F:34])([OH:14])[CH2:10][CH2:9]1)=[O:7])([CH3:4])([CH3:3])[CH3:2].[CH:35]1[CH:40]=[CH:39][C:38]([CH2:41][O:42][C:43]([NH:45][CH2:46][CH2:47][CH2:48][CH2:49][C@H:50]([NH:54][C:55]([O:57][CH2:58][C:59]2[CH:64]=[CH:63][CH:62]=[CH:61][CH:60]=2)=[O:56])[C:51](O)=[O:52])=[O:44])=[CH:37][CH:36]=1.Cl.CN(C)CCCN=C=NCC, predict the reaction product. The product is: [C:1]([O:5][C:6]([N:8]1[CH2:9][CH2:10][C:11]([CH2:15][O:16][C:17]2[CH:22]=[CH:21][C:20]([N:23]3[CH2:27][C@H:26]([CH2:28][NH:29][C:30](=[O:32])[CH3:31])[O:25][C:24]3=[O:33])=[CH:19][C:18]=2[F:34])([O:14][C:51](=[O:52])[CH:50]([NH:54][C:55]([O:57][CH2:58][C:59]2[CH:60]=[CH:61][CH:62]=[CH:63][CH:64]=2)=[O:56])[CH2:49][CH2:48][CH2:47][CH2:46][NH:45][C:43]([O:42][CH2:41][C:38]2[CH:37]=[CH:36][CH:35]=[CH:40][CH:39]=2)=[O:44])[CH2:12][CH2:13]1)=[O:7])([CH3:4])([CH3:2])[CH3:3]. (4) Given the reactants [Cl:1][C:2]1[CH:11]=[C:10]2[C:5]([CH:6]=[C:7]([C:16]3[CH:21]=[C:20]([O:22][CH3:23])[CH:19]=[C:18]([O:24][CH3:25])[C:17]=3[F:26])[C:8](=[O:15])[N:9]2[CH:12](C)[CH3:13])=[CH:4][N:3]=1.ClC1C=C2C(C=C(C3C=C(OC)C=C(OC)C=3)C(=O)N2CC)=CN=1, predict the reaction product. The product is: [Cl:1][C:2]1[CH:11]=[C:10]2[C:5]([CH:6]=[C:7]([C:16]3[CH:21]=[C:20]([O:22][CH3:23])[CH:19]=[C:18]([O:24][CH3:25])[C:17]=3[F:26])[C:8](=[O:15])[N:9]2[CH2:12][CH3:13])=[CH:4][N:3]=1. (5) Given the reactants [CH3:1][O:2][C:3](=[O:16])[C:4]([C:7]1[CH:15]=[CH:14][C:10]([C:11]([OH:13])=O)=[CH:9][CH:8]=1)([CH3:6])[CH3:5].[Cl:17][C:18]1[CH:19]=[CH:20][C:21]2[N:22]([CH:24]=[C:25]([NH2:27])[N:26]=2)[CH:23]=1, predict the reaction product. The product is: [CH3:6][C:4]([C:7]1[CH:8]=[CH:9][C:10]([C:11](=[O:13])[NH:27][C:25]2[N:26]=[C:21]3[CH:20]=[CH:19][C:18]([Cl:17])=[CH:23][N:22]3[CH:24]=2)=[CH:14][CH:15]=1)([CH3:5])[C:3]([O:2][CH3:1])=[O:16]. (6) The product is: [NH2:11][CH2:10][C:4]1[C:5](=[O:9])[NH:6][C:7]([CH3:8])=[C:2]([F:1])[C:3]=1[CH:12]([CH3:14])[CH3:13]. Given the reactants [F:1][C:2]1[C:3]([CH:12]([CH3:14])[CH3:13])=[C:4]([C:10]#[N:11])[C:5](=[O:9])[NH:6][C:7]=1[CH3:8], predict the reaction product.